Binary Classification. Given a drug SMILES string, predict its activity (active/inactive) in a high-throughput screening assay against a specified biological target. From a dataset of Cav3 T-type calcium channel HTS with 100,875 compounds. (1) The drug is O1c2c(OCC1)ccc(c2)C(OCC(=O)Nc1c(cccc1)C#N)=O. The result is 0 (inactive). (2) The molecule is Clc1c(cc(NC(=O)CCCN2C(=O)CCC2=O)cc1)C(F)(F)F. The result is 0 (inactive). (3) The drug is s1c(=O)n(CC(OCc2c3c(ccc2)cccc3)=O)c(c1)C. The result is 0 (inactive).